This data is from Catalyst prediction with 721,799 reactions and 888 catalyst types from USPTO. The task is: Predict which catalyst facilitates the given reaction. (1) Reactant: C([O:8][C:9]1[C:14]([C:15]2[CH:26]=[C:25]([C:27]([CH3:30])([CH3:29])[CH3:28])[C:24]([O:31][CH3:32])=[CH:23][C:16]=2[CH2:17][NH:18][S:19]([CH3:22])(=[O:21])=[O:20])=[CH:13][CH:12]=[C:11]([CH3:33])[N:10]=1)C1C=CC=CC=1. Product: [C:27]([C:25]1[C:24]([O:31][CH3:32])=[CH:23][C:16]([CH2:17][NH:18][S:19]([CH3:22])(=[O:21])=[O:20])=[C:15]([C:14]2[C:9](=[O:8])[NH:10][C:11]([CH3:33])=[CH:12][CH:13]=2)[CH:26]=1)([CH3:30])([CH3:28])[CH3:29]. The catalyst class is: 515. (2) Reactant: [F:1][C:2]1[C:8]([F:9])=[CH:7][C:6]([F:10])=[C:5]([F:11])[C:3]=1[NH2:4].[CH2:12]([C:14]1[CH:19]=[CH:18][C:17](Br)=[CH:16][CH:15]=1)[CH3:13].CC(C)([O-])C.[Na+].Cl. Product: [F:1][C:2]1[C:8]([F:9])=[CH:7][C:6]([F:10])=[C:5]([F:11])[C:3]=1[NH:4][C:17]1[CH:18]=[CH:19][C:14]([CH2:12][CH3:13])=[CH:15][CH:16]=1. The catalyst class is: 226. (3) The catalyst class is: 17. Product: [Cl:16][C:13]1[CH:14]=[CH:15][C:9]2[C:8](=[O:17])[NH:7][C:6]3[CH:18]=[C:2]([NH:1][C:19](=[O:21])[CH3:20])[CH:3]=[CH:4][C:5]=3[NH:11][C:10]=2[CH:12]=1. Reactant: [NH2:1][C:2]1[CH:3]=[CH:4][C:5]2[NH:11][C:10]3[CH:12]=[C:13]([Cl:16])[CH:14]=[CH:15][C:9]=3[C:8](=[O:17])[NH:7][C:6]=2[CH:18]=1.[C:19](Cl)(=[O:21])[CH3:20]. (4) Reactant: [S:1]1[CH:5]=[CH:4][N:3]=[C:2]1[NH:6][C:7]([C:9]1[CH:10]=[C:11]2[C:15](=[CH:16][CH:17]=1)[NH:14][CH:13]=[CH:12]2)=[O:8].C([BH3-])#N.[Na+].[OH-].[Na+]. Product: [S:1]1[CH:5]=[CH:4][N:3]=[C:2]1[NH:6][C:7]([C:9]1[CH:10]=[C:11]2[C:15](=[CH:16][CH:17]=1)[NH:14][CH2:13][CH2:12]2)=[O:8]. The catalyst class is: 15. (5) Reactant: [CH2:1]([O:3][CH2:4][C:5]1[N:6]([CH2:18][CH2:19][O:20][CH2:21][CH2:22][NH:23][C:24](=[O:30])[O:25][C:26]([CH3:29])([CH3:28])[CH3:27])[C:7]2[C:16]3[CH:15]=[CH:14][CH:13]=[CH:12][C:11]=3[N:10]=[CH:9][C:8]=2[N:17]=1)[CH3:2].ClC1C=C(C=CC=1)C(OO)=[O:36].O. Product: [CH2:1]([O:3][CH2:4][C:5]1[N:6]([CH2:18][CH2:19][O:20][CH2:21][CH2:22][NH:23][C:24](=[O:30])[O:25][C:26]([CH3:29])([CH3:28])[CH3:27])[C:7]2[C:16]3[CH:15]=[CH:14][CH:13]=[CH:12][C:11]=3[N+:10]([O-:36])=[CH:9][C:8]=2[N:17]=1)[CH3:2]. The catalyst class is: 22. (6) Reactant: [CH:1]1([C:7]2[C:8]3[CH:9]=[CH:10][C:11]([C:40](O)=[O:41])=[CH:12][C:13]=3[N:14]3[CH2:20][C:19]([C:21]4[CH:25]=[CH:24][S:23][C:22]=4[C:26]([N:28]4[CH2:33][CH2:32][O:31][CH2:30][CH2:29]4)=[O:27])=[CH:18][C:17]4[CH:34]=[C:35]([O:38][CH3:39])[CH:36]=[CH:37][C:16]=4[C:15]=23)[CH2:6][CH2:5][CH2:4][CH2:3][CH2:2]1.C1N=CN(C(N2C=NC=C2)=O)C=1.[CH3:55][N:56]([CH3:61])[S:57]([NH2:60])(=[O:59])=[O:58].C1CCN2C(=NCCC2)CC1.CNS(NC)(=O)=O. Product: [CH:1]1([C:7]2[C:8]3[CH:9]=[CH:10][C:11]([C:40]([NH:60][S:57](=[O:59])(=[O:58])[N:56]([CH3:61])[CH3:55])=[O:41])=[CH:12][C:13]=3[N:14]3[CH2:20][C:19]([C:21]4[CH:25]=[CH:24][S:23][C:22]=4[C:26]([N:28]4[CH2:33][CH2:32][O:31][CH2:30][CH2:29]4)=[O:27])=[CH:18][C:17]4[CH:34]=[C:35]([O:38][CH3:39])[CH:36]=[CH:37][C:16]=4[C:15]=23)[CH2:2][CH2:3][CH2:4][CH2:5][CH2:6]1. The catalyst class is: 1. (7) Reactant: O[C:2]1([C:6]2[CH:11]=[CH:10][N:9]=[CH:8][C:7]=2[NH:12][C:13](=[O:19])[O:14][C:15]([CH3:18])([CH3:17])[CH3:16])[CH2:5][O:4][CH2:3]1.CCN(S(F)(F)[F:26])CC. Product: [F:26][C:2]1([C:6]2[CH:11]=[CH:10][N:9]=[CH:8][C:7]=2[NH:12][C:13](=[O:19])[O:14][C:15]([CH3:18])([CH3:17])[CH3:16])[CH2:5][O:4][CH2:3]1. The catalyst class is: 2.